This data is from Full USPTO retrosynthesis dataset with 1.9M reactions from patents (1976-2016). The task is: Predict the reactants needed to synthesize the given product. (1) Given the product [C:7]([O:25][OH:26])([C:1]1[CH:6]=[CH:5][CH:4]=[CH:3][CH:2]=1)([CH3:9])[CH3:8], predict the reactants needed to synthesize it. The reactants are: [C:1]1([CH:7]([CH3:9])[CH3:8])[CH:6]=[CH:5][CH:4]=[CH:3][CH:2]=1.ON1C(=O)C2=CC=CC=C2C1=O.C(=O)C.[O:25]=[O:26]. (2) Given the product [C:1]([O:5][C:6]([N:8]1[CH2:13][CH2:12][CH:11]([C:14]2[CH:15]=[N:16][CH:17]=[C:18]([C:22]3[CH:23]=[N:24][C:25]4[N:26]([C:32](=[O:34])[NH2:33])[CH2:27][CH2:28][CH2:29][C:30]=4[CH:31]=3)[C:19]=2[C:20]#[N:21])[CH2:10][CH2:9]1)=[O:7])([CH3:4])([CH3:2])[CH3:3], predict the reactants needed to synthesize it. The reactants are: [C:1]([O:5][C:6]([N:8]1[CH2:13][CH:12]=[C:11]([C:14]2[CH:15]=[N:16][CH:17]=[C:18]([C:22]3[CH:23]=[N:24][C:25]4[N:26]([C:32](=[O:34])[NH2:33])[CH2:27][CH2:28][CH2:29][C:30]=4[CH:31]=3)[C:19]=2[C:20]#[N:21])[CH2:10][CH2:9]1)=[O:7])([CH3:4])([CH3:3])[CH3:2].C([O-])=O.[NH4+]. (3) Given the product [C:11]([C:15]1[C:16]([OH:25])=[C:17]([S:8][C:2]2[C:3]([CH3:7])=[CH:4][CH:5]=[CH:6][C:1]=2[CH3:10])[CH:18]=[C:19]([C:21]([CH3:24])([CH3:23])[CH3:22])[CH:20]=1)([CH3:14])([CH3:13])[CH3:12], predict the reactants needed to synthesize it. The reactants are: [C:1]1([CH3:10])[CH:6]=[CH:5][CH:4]=[C:3]([CH3:7])[C:2]=1[S:8]Cl.[C:11]([C:15]1[CH:20]=[C:19]([C:21]([CH3:24])([CH3:23])[CH3:22])[CH:18]=[CH:17][C:16]=1[OH:25])([CH3:14])([CH3:13])[CH3:12].